Dataset: Catalyst prediction with 721,799 reactions and 888 catalyst types from USPTO. Task: Predict which catalyst facilitates the given reaction. (1) Reactant: [NH2:1][C:2]1[CH:3]=[C:4]([CH2:8][C:9]([OH:11])=[O:10])[CH:5]=[CH:6][CH:7]=1.Cl.[C:13]([O-])(O)=O.[Na+]. Product: [CH3:13][O:10][C:9](=[O:11])[CH2:8][C:4]1[CH:5]=[CH:6][CH:7]=[C:2]([NH2:1])[CH:3]=1. The catalyst class is: 5. (2) Product: [Cl:18][CH:8]([C:10]1[CH:15]=[CH:14][CH:13]=[CH:12][CH:11]=1)[C:5]1[CH:6]=[CH:7][C:2]([F:1])=[CH:3][CH:4]=1. The catalyst class is: 4. Reactant: [F:1][C:2]1[CH:7]=[CH:6][C:5]([CH:8]([C:10]2[CH:15]=[CH:14][CH:13]=[CH:12][CH:11]=2)O)=[CH:4][CH:3]=1.S(Cl)([Cl:18])=O. (3) Reactant: [Br:1][C:2]1[CH:11]=[CH:10][C:5]([C:6]([O:8][CH3:9])=[O:7])=[CH:4][CH:3]=1.CO[Na].[H][H]. Product: [C:6]([O:8][CH3:9])(=[O:7])[C:5]1[CH:10]=[CH:11][CH:2]=[CH:3][CH:4]=1.[Br:1][C:2]1[CH:11]=[CH:10][C:5]([CH2:6][OH:7])=[CH:4][CH:3]=1. The catalyst class is: 5.